Dataset: Forward reaction prediction with 1.9M reactions from USPTO patents (1976-2016). Task: Predict the product of the given reaction. (1) Given the reactants Br[CH2:2][C:3]([CH3:6])([CH3:5])[CH3:4].[Mg].Br[C:9]1[C:10]([O:15][CH3:16])=[N:11][CH:12]=[CH:13][CH:14]=1.[Cl-].[NH4+], predict the reaction product. The product is: [CH3:16][O:15][C:10]1[C:9]([CH2:2][C:3]([CH3:6])([CH3:5])[CH3:4])=[CH:14][CH:13]=[CH:12][N:11]=1. (2) Given the reactants C([O:8][C:9]1[CH:38]=[C:37]([Cl:39])[C:12]([CH2:13][C@@H:14]2[CH2:18][CH2:17][N:16]([C@H:19]3[CH2:24][CH2:23][C@H:22]([O:25][Si:26]([CH:33]([CH3:35])[CH3:34])([CH:30]([CH3:32])[CH3:31])[CH:27]([CH3:29])[CH3:28])[CH2:21][CH2:20]3)[C:15]2=[O:36])=[C:11]([Cl:40])[CH:10]=1)C1C=CC=CC=1.[H][H], predict the reaction product. The product is: [Cl:39][C:37]1[CH:38]=[C:9]([OH:8])[CH:10]=[C:11]([Cl:40])[C:12]=1[CH2:13][C@@H:14]1[CH2:18][CH2:17][N:16]([C@H:19]2[CH2:20][CH2:21][C@H:22]([O:25][Si:26]([CH:27]([CH3:28])[CH3:29])([CH:33]([CH3:34])[CH3:35])[CH:30]([CH3:31])[CH3:32])[CH2:23][CH2:24]2)[C:15]1=[O:36]. (3) Given the reactants [Br:1][C:2]1[CH:3]=[CH:4][C:5]2[S:9][C:8](/[CH:10]=[CH:11]/[C:12]([O:14][C:15]([CH3:18])([CH3:17])[CH3:16])=[O:13])=[C:7]([CH3:19])[C:6]=2[CH:20]=1, predict the reaction product. The product is: [Br:1][C:2]1[CH:3]=[CH:4][C:5]2[S:9][C:8]([CH2:10][CH2:11][C:12]([O:14][C:15]([CH3:16])([CH3:17])[CH3:18])=[O:13])=[C:7]([CH3:19])[C:6]=2[CH:20]=1. (4) Given the reactants [CH3:1][C:2]1[CH:11]=[CH:10][C:9]2[C:4](=[C:5]([C:12]([OH:14])=[O:13])[CH:6]=[CH:7][CH:8]=2)[N:3]=1.Cl[Si](C)(C)[CH3:17], predict the reaction product. The product is: [CH3:1][C:2]1[CH:11]=[CH:10][C:9]2[C:4](=[C:5]([C:12]([O:14][CH3:17])=[O:13])[CH:6]=[CH:7][CH:8]=2)[N:3]=1. (5) Given the reactants [Zn]([CH2:4][CH3:5])CC.ClCI.[C:9]([O:13][C:14]([N:16]1[CH2:21][CH2:20][C:19](=[CH2:22])[CH:18](O)C1)=[O:15])([CH3:12])([CH3:11])[CH3:10], predict the reaction product. The product is: [C:9]([O:13][C:14]([N:16]1[CH2:5][CH2:4][C:19]2([CH2:18][CH2:22]2)[CH2:20][CH2:21]1)=[O:15])([CH3:10])([CH3:11])[CH3:12]. (6) Given the reactants [CH2:1]=[CH:2][CH:3]=[CH2:4].[CH2:5]=[CH:6][C:7](=[CH2:9])[CH3:8].CN(C)CCN(C)C.C([Li])CCC.CC(C1C(O)=C(C(C)(C)C)C=C(CCC(OCC(COC(CCC2C=C(C(C)(C)C)C(O)=C(C(C)(C)C)C=2)=O)(COC(CCC2C=C(C(C)(C)C)C(O)=C(C(C)(C)C)C=2)=O)COC(CCC2C=C(C(C)(C)C)C(O)=C(C(C)(C)C)C=2)=O)=O)C=1)(C)C, predict the reaction product. The product is: [CH2:1]=[CH:2][CH:3]=[CH2:4].[CH2:5]=[CH:6][C:7](=[CH2:8])[CH3:9].